Dataset: Full USPTO retrosynthesis dataset with 1.9M reactions from patents (1976-2016). Task: Predict the reactants needed to synthesize the given product. (1) Given the product [CH:1]1([CH2:4][O:5][C:6]2[N:11]=[C:10]([C:12]([N:23]3[CH2:24][CH2:25][CH2:26][C@@H:22]3[CH3:21])=[O:14])[CH:9]=[N:8][C:7]=2[N:15]2[CH2:18][C:17]([F:20])([F:19])[CH2:16]2)[CH2:2][CH2:3]1, predict the reactants needed to synthesize it. The reactants are: [CH:1]1([CH2:4][O:5][C:6]2[N:11]=[C:10]([C:12]([OH:14])=O)[CH:9]=[N:8][C:7]=2[N:15]2[CH2:18][C:17]([F:20])([F:19])[CH2:16]2)[CH2:3][CH2:2]1.[CH3:21][C@H:22]1[CH2:26][CH2:25][CH2:24][NH:23]1. (2) Given the product [Cl:1][C:2]1[C:3]2[CH:10]=[CH:9][N:8]([CH2:20][O:19][CH2:18][CH2:17][Si:14]([CH3:16])([CH3:15])[CH3:13])[C:4]=2[N:5]=[CH:6][N:7]=1, predict the reactants needed to synthesize it. The reactants are: [Cl:1][C:2]1[N:7]=[CH:6][NH:5][C:4]2=[N:8][CH:9]=[CH:10][C:3]=12.[H-].[Na+].[CH3:13][Si:14]([CH2:17][CH2:18][O:19][CH2:20]Cl)([CH3:16])[CH3:15]. (3) Given the product [F:1][C:2]1[CH:7]=[C:6]([F:8])[CH:5]=[CH:4][C:3]=1[C:9]1[C:10]([C:11]([O:13][CH2:14][CH3:15])=[O:12])=[CH:16][CH:17]=[CH:18][N+:19]=1[O-:31], predict the reactants needed to synthesize it. The reactants are: [F:1][C:2]1[CH:7]=[C:6]([F:8])[CH:5]=[CH:4][C:3]=1[C:9]1[N:19]=[CH:18][CH:17]=[CH:16][C:10]=1[C:11]([O:13][CH2:14][CH3:15])=[O:12].C(Cl)Cl.C1C=C(Cl)C=C(C(OO)=[O:31])C=1.[O-]S([O-])=O.[Na+].[Na+]. (4) Given the product [Br:1][C:2]1[CH:3]=[CH:4][C:5]([N:8]2[CH:12]=[N:11][C:10](=[O:13])[N:9]2[CH2:21][O:20][CH2:19][CH2:18][Si:15]([CH3:17])([CH3:16])[CH3:14])=[CH:6][CH:7]=1, predict the reactants needed to synthesize it. The reactants are: [Br:1][C:2]1[CH:7]=[CH:6][C:5]([N:8]2[CH:12]=[N:11][C:10](=[O:13])[NH:9]2)=[CH:4][CH:3]=1.[CH3:14][Si:15]([CH2:18][CH2:19][O:20][CH2:21]Cl)([CH3:17])[CH3:16].